This data is from Forward reaction prediction with 1.9M reactions from USPTO patents (1976-2016). The task is: Predict the product of the given reaction. Given the reactants [CH2:1]([C:3]1[CH:4]=[C:5]([O:15][C:16]2[CH:17]=[N:18][C:19]([S:22]([CH3:25])(=[O:24])=[O:23])=[CH:20][CH:21]=2)[CH:6]=[C:7]2[C:11]=1[NH:10][C:9]([C:12]([OH:14])=O)=[CH:8]2)[CH3:2].[NH4+].O[N:28]1C2C=CC=CC=2N=N1.Cl.C(N=C=NCCCN(C)C)C, predict the reaction product. The product is: [CH2:1]([C:3]1[CH:4]=[C:5]([O:15][C:16]2[CH:17]=[N:18][C:19]([S:22]([CH3:25])(=[O:24])=[O:23])=[CH:20][CH:21]=2)[CH:6]=[C:7]2[C:11]=1[NH:10][C:9]([C:12]([NH2:28])=[O:14])=[CH:8]2)[CH3:2].